This data is from Catalyst prediction with 721,799 reactions and 888 catalyst types from USPTO. The task is: Predict which catalyst facilitates the given reaction. (1) Reactant: [CH3:1][O:2][C:3]([C:5]1[C:6]([OH:25])=[C:7]2[C:12](=[CH:13][N:14]=1)[N:11]([CH2:15][CH2:16][C:17]1[CH:22]=[CH:21][CH:20]=[CH:19][CH:18]=1)[C:10](=[O:23])[C:9](Br)=[CH:8]2)=[O:4].[C:26]1([Sn](CCCC)(CCCC)CCCC)[CH:31]=[CH:30][CH:29]=[CH:28][CH:27]=1.CCOC(C)=O. Product: [CH3:1][O:2][C:3]([C:5]1[C:6]([OH:25])=[C:7]2[C:12](=[CH:13][N:14]=1)[N:11]([CH2:15][CH2:16][C:17]1[CH:22]=[CH:21][CH:20]=[CH:19][CH:18]=1)[C:10](=[O:23])[C:9]([C:26]1[CH:31]=[CH:30][CH:29]=[CH:28][CH:27]=1)=[CH:8]2)=[O:4]. The catalyst class is: 510. (2) Reactant: C(O[BH-](O[C:11](=[O:13])[CH3:12])OC(=O)C)(=O)C.[Na+].[F:15][C:16]([F:30])([F:29])[C:17]1[CH:18]=[C:19]([CH:22]=[C:23]([C:25]([F:28])([F:27])[F:26])[CH:24]=1)[CH:20]=O.C(O)(=O)C.[CH:35]([O:38][C:39]([N:41]1[C:50]2[C:45](=[N:46][C:47]([O:51][CH3:52])=[CH:48][CH:49]=2)[C@H:44]([NH2:53])[CH2:43][C@@H:42]1[CH3:54])=[O:40])([CH3:37])[CH3:36].C(=O)(O)[O-].[Na+]. The catalyst class is: 68. Product: [CH:35]([O:38][C:39]([N:41]1[C:50]2[C:45](=[N:46][C:47]([O:51][CH3:52])=[CH:48][CH:49]=2)[C@H:44]([N:53]([C:11](=[O:13])[CH3:12])[CH2:20][C:19]2[CH:18]=[C:17]([C:16]([F:30])([F:29])[F:15])[CH:24]=[C:23]([C:25]([F:28])([F:27])[F:26])[CH:22]=2)[CH2:43][C@@H:42]1[CH3:54])=[O:40])([CH3:37])[CH3:36]. (3) Reactant: F[C:2]1[N:10]=[CH:9][CH:8]=[CH:7][C:3]=1[C:4]([OH:6])=O.[CH3:11][CH:12]([CH3:16])[CH2:13][CH2:14][OH:15].C[Si]([N-][Si](C)(C)C)(C)C.[K+].[CH3:27][O:28][C:29]1[CH:30]=[C:31]([CH2:37][CH2:38][NH:39][CH3:40])[CH:32]=[CH:33][C:34]=1[O:35][CH3:36].F[P-](F)(F)(F)(F)F.N1(OC(N(C)C)=[N+](C)C)C2N=CC=CC=2N=N1. Product: [CH3:27][O:28][C:29]1[CH:30]=[C:31]([CH2:37][CH2:38][N:39]([CH3:40])[C:4](=[O:6])[C:3]2[CH:7]=[CH:8][CH:9]=[N:10][C:2]=2[O:15][CH2:14][CH2:13][CH:12]([CH3:16])[CH3:11])[CH:32]=[CH:33][C:34]=1[O:35][CH3:36]. The catalyst class is: 9. (4) Reactant: [OH:1][C:2]1[CH:9]=[C:8]([N+]([O-])=O)[CH:7]=[CH:6][C:3]=1[C:4]#[N:5].C(=O)([O-])[O-].[K+].[K+].[CH2:19](Br)[C:20]1[CH:25]=[CH:24][CH:23]=[CH:22][CH:21]=1. Product: [CH2:19]([O:1][C:2]1[CH:9]=[CH:8][CH:7]=[CH:6][C:3]=1[C:4]#[N:5])[C:20]1[CH:25]=[CH:24][CH:23]=[CH:22][CH:21]=1. The catalyst class is: 3. (5) Reactant: Br[CH2:2][C:3]1[CH:12]=[CH:11][CH:10]=[C:9]([N+:13]([O-:15])=[O:14])[C:4]=1[C:5]([O:7]C)=O.[C:16]([C:20]1[CH:26]=[CH:25][C:23]([NH2:24])=[CH:22][CH:21]=1)([CH3:19])([CH3:18])[CH3:17].CCN(C(C)C)C(C)C. Product: [C:16]([C:20]1[CH:21]=[CH:22][C:23]([N:24]2[CH2:2][C:3]3[C:4](=[C:9]([N+:13]([O-:15])=[O:14])[CH:10]=[CH:11][CH:12]=3)[C:5]2=[O:7])=[CH:25][CH:26]=1)([CH3:19])([CH3:17])[CH3:18]. The catalyst class is: 218.